Task: Regression. Given two drug SMILES strings and cell line genomic features, predict the synergy score measuring deviation from expected non-interaction effect.. Dataset: NCI-60 drug combinations with 297,098 pairs across 59 cell lines (1) Drug 1: C1CN(CCN1C(=O)CCBr)C(=O)CCBr. Drug 2: CCC1(C2=C(COC1=O)C(=O)N3CC4=CC5=C(C=CC(=C5CN(C)C)O)N=C4C3=C2)O.Cl. Cell line: SK-MEL-28. Synergy scores: CSS=26.7, Synergy_ZIP=-7.05, Synergy_Bliss=-5.83, Synergy_Loewe=-11.9, Synergy_HSA=-4.76. (2) Drug 1: CC1=CC=C(C=C1)C2=CC(=NN2C3=CC=C(C=C3)S(=O)(=O)N)C(F)(F)F. Drug 2: C(CN)CNCCSP(=O)(O)O. Cell line: T-47D. Synergy scores: CSS=-2.03, Synergy_ZIP=-0.106, Synergy_Bliss=-2.44, Synergy_Loewe=-2.18, Synergy_HSA=-2.78. (3) Drug 1: CCC1=C2CN3C(=CC4=C(C3=O)COC(=O)C4(CC)O)C2=NC5=C1C=C(C=C5)O. Drug 2: C1C(C(OC1N2C=NC(=NC2=O)N)CO)O. Cell line: T-47D. Synergy scores: CSS=30.9, Synergy_ZIP=-6.53, Synergy_Bliss=-2.74, Synergy_Loewe=-61.2, Synergy_HSA=-4.90. (4) Cell line: UACC-257. Synergy scores: CSS=28.9, Synergy_ZIP=6.65, Synergy_Bliss=5.85, Synergy_Loewe=-2.07, Synergy_HSA=6.07. Drug 1: CC1=C2C(C(=O)C3(C(CC4C(C3C(C(C2(C)C)(CC1OC(=O)C(C(C5=CC=CC=C5)NC(=O)OC(C)(C)C)O)O)OC(=O)C6=CC=CC=C6)(CO4)OC(=O)C)OC)C)OC. Drug 2: C(CN)CNCCSP(=O)(O)O. (5) Drug 1: CC12CCC3C(C1CCC2=O)CC(=C)C4=CC(=O)C=CC34C. Drug 2: C#CCC(CC1=CN=C2C(=N1)C(=NC(=N2)N)N)C3=CC=C(C=C3)C(=O)NC(CCC(=O)O)C(=O)O. Cell line: MDA-MB-435. Synergy scores: CSS=37.4, Synergy_ZIP=-0.806, Synergy_Bliss=1.39, Synergy_Loewe=-0.00369, Synergy_HSA=1.79. (6) Drug 1: C1=NC2=C(N=C(N=C2N1C3C(C(C(O3)CO)O)O)F)N. Drug 2: C(CC(=O)O)C(=O)CN.Cl. Cell line: SF-295. Synergy scores: CSS=10.1, Synergy_ZIP=-4.99, Synergy_Bliss=-5.46, Synergy_Loewe=-3.07, Synergy_HSA=-4.57. (7) Drug 1: CN1CCC(CC1)COC2=C(C=C3C(=C2)N=CN=C3NC4=C(C=C(C=C4)Br)F)OC. Drug 2: B(C(CC(C)C)NC(=O)C(CC1=CC=CC=C1)NC(=O)C2=NC=CN=C2)(O)O. Cell line: MDA-MB-231. Synergy scores: CSS=9.13, Synergy_ZIP=-3.72, Synergy_Bliss=-2.96, Synergy_Loewe=0.191, Synergy_HSA=-1.20. (8) Drug 1: CNC(=O)C1=CC=CC=C1SC2=CC3=C(C=C2)C(=NN3)C=CC4=CC=CC=N4. Drug 2: C1=CC(=CC=C1CCCC(=O)O)N(CCCl)CCCl. Cell line: SK-MEL-2. Synergy scores: CSS=6.09, Synergy_ZIP=-2.93, Synergy_Bliss=-0.284, Synergy_Loewe=-1.96, Synergy_HSA=-1.59. (9) Drug 1: C1CN(CCN1C(=O)CCBr)C(=O)CCBr. Drug 2: CN(C(=O)NC(C=O)C(C(C(CO)O)O)O)N=O. Cell line: UO-31. Synergy scores: CSS=4.26, Synergy_ZIP=-0.731, Synergy_Bliss=-0.276, Synergy_Loewe=-4.60, Synergy_HSA=-4.04. (10) Synergy scores: CSS=1.03, Synergy_ZIP=0.604, Synergy_Bliss=1.41, Synergy_Loewe=0.418, Synergy_HSA=0.0524. Drug 1: C1=NC2=C(N=C(N=C2N1C3C(C(C(O3)CO)O)F)Cl)N. Cell line: SK-OV-3. Drug 2: CS(=O)(=O)OCCCCOS(=O)(=O)C.